This data is from TCR-epitope binding with 47,182 pairs between 192 epitopes and 23,139 TCRs. The task is: Binary Classification. Given a T-cell receptor sequence (or CDR3 region) and an epitope sequence, predict whether binding occurs between them. (1) The epitope is ITEEVGHTDLMAAY. The TCR CDR3 sequence is CSVYLSDGYTF. Result: 1 (the TCR binds to the epitope). (2) The epitope is AVFDRKSDAK. The TCR CDR3 sequence is CASSMGTGFFMNTEAFF. Result: 1 (the TCR binds to the epitope). (3) The epitope is ILHCANFNV. The TCR CDR3 sequence is CASSLSPEYEQYF. Result: 0 (the TCR does not bind to the epitope). (4) The epitope is VTIAEILLI. The TCR CDR3 sequence is CATSDLRGPMPDTQYF. Result: 1 (the TCR binds to the epitope).